This data is from Full USPTO retrosynthesis dataset with 1.9M reactions from patents (1976-2016). The task is: Predict the reactants needed to synthesize the given product. (1) Given the product [O:26]([C:25]([NH:24][C@@H:20]1[CH2:21][CH2:22][CH2:23][N:18]([C:17]2[N:16]([S:32]([N:35]([CH3:37])[CH3:36])(=[O:34])=[O:33])[N:15]=[C:14]([C:38]([OH:50])=[O:39])[C:13]=2[CH2:12][C:11]2[CH:40]=[CH:41][CH:42]=[CH:43][C:10]=2[Cl:9])[CH2:19]1)=[O:31])[C:27]([CH3:30])([CH3:28])[CH3:29], predict the reactants needed to synthesize it. The reactants are: O.O.P([O-])(O)(O)=O.[Na+].[Cl:9][C:10]1[CH:43]=[CH:42][CH:41]=[CH:40][C:11]=1[CH2:12][C:13]1[C:14]([CH:38]=[O:39])=[N:15][N:16]([S:32]([N:35]([CH3:37])[CH3:36])(=[O:34])=[O:33])[C:17]=1[N:18]1[CH2:23][CH2:22][CH2:21][C@@H:20]([NH:24][C:25](=[O:31])[O:26][C:27]([CH3:30])([CH3:29])[CH3:28])[CH2:19]1.CC(=CC)C.Cl([O-])=[O:50].[Na+].S([O-])([O-])=O.[Na+].[Na+].S([O-])(O)(=O)=O.[K+]. (2) Given the product [CH3:19][NH:20][CH2:2][CH2:3][CH2:4][N:5]1[CH2:10][CH2:9][S:8][C:7]2[CH:11]=[C:12]([N+:15]([O-:17])=[O:16])[CH:13]=[CH:14][C:6]1=2, predict the reactants needed to synthesize it. The reactants are: Cl[CH2:2][CH2:3][CH2:4][N:5]1[CH2:10][CH2:9][S:8][C:7]2[CH:11]=[C:12]([N+:15]([O-:17])=[O:16])[CH:13]=[CH:14][C:6]1=2.Cl.[CH3:19][NH2:20].[I-].[K+].C(=O)([O-])[O-].[K+].[K+]. (3) Given the product [F:26][C:27]([F:32])([F:31])[C:28]([OH:30])=[O:29].[F:25][C:15]1[CH:14]=[C:13]([C:10]2[CH2:11][CH:8]([C:6]([NH:5][CH2:1][CH:2]([CH3:4])[CH3:3])=[O:7])[CH:9]=2)[CH:18]=[CH:17][C:16]=1[CH2:19][N:20]1[CH2:24][CH2:23][CH2:22][CH2:21]1, predict the reactants needed to synthesize it. The reactants are: [CH2:1]([NH:5][C:6]([CH:8]1[CH2:11][C:10]([C:13]2[CH:18]=[CH:17][C:16]([CH2:19][N:20]3[CH2:24][CH2:23][CH2:22][CH2:21]3)=[C:15]([F:25])[CH:14]=2)(O)[CH2:9]1)=[O:7])[CH:2]([CH3:4])[CH3:3].[F:26][C:27]([F:32])([F:31])[C:28]([OH:30])=[O:29]. (4) The reactants are: [F:1][CH:2]([F:20])[C:3]1[CH:8]=[CH:7][C:6](B2OC(C)(C)C(C)(C)O2)=[C:5]([O:18][CH3:19])[CH:4]=1.[Br:21][C:22]1[CH:31]=[C:30]2[C:25]([C:26](Cl)=[N:27][C:28]([CH3:32])=[N:29]2)=[CH:24][CH:23]=1.C(=O)([O-])[O-].[K+].[K+].O. Given the product [Br:21][C:22]1[CH:31]=[C:30]2[C:25]([C:26]([C:6]3[CH:7]=[CH:8][C:3]([CH:2]([F:1])[F:20])=[CH:4][C:5]=3[O:18][CH3:19])=[N:27][C:28]([CH3:32])=[N:29]2)=[CH:24][CH:23]=1, predict the reactants needed to synthesize it. (5) Given the product [CH2:2]([O:6][C:7]1[N:15]=[C:14]2[C:10]([N:11]=[C:12]([OH:25])[N:13]2[CH2:16][C:17]2[CH:18]=[N:19][C:20]([Cl:24])=[C:21]([Cl:23])[CH:22]=2)=[C:9]([NH2:27])[N:8]=1)[CH2:3][CH2:4][CH3:5], predict the reactants needed to synthesize it. The reactants are: Cl.[CH2:2]([O:6][C:7]1[N:15]=[C:14]2[C:10]([NH:11][C:12](Br)([OH:25])[N:13]2[CH2:16][C:17]2[CH:18]=[N:19][C:20]([Cl:24])=[C:21]([Cl:23])[CH:22]=2)=[C:9]([NH2:27])[N:8]=1)[CH2:3][CH2:4][CH3:5]. (6) Given the product [CH3:1][O:2][C:3]1[CH:8]=[CH:7][C:6]2[C:9]3[N:10]([CH2:21][CH2:22][CH2:23][CH2:24][CH2:25][N:27]4[CH2:31][CH2:30][CH2:29][CH2:28]4)[C:11]4[C:16]([C:17]=3[CH2:18][CH2:19][S:20][C:5]=2[CH:4]=1)=[CH:15][CH:14]=[CH:13][CH:12]=4, predict the reactants needed to synthesize it. The reactants are: [CH3:1][O:2][C:3]1[CH:8]=[CH:7][C:6]2[C:9]3[N:10]([CH2:21][CH2:22][CH2:23][CH2:24][CH2:25]Cl)[C:11]4[C:16]([C:17]=3[CH2:18][CH2:19][S:20][C:5]=2[CH:4]=1)=[CH:15][CH:14]=[CH:13][CH:12]=4.[NH:27]1[CH2:31][CH2:30][CH2:29][CH2:28]1. (7) Given the product [C:1](/[C:9](=[CH:16]/[O:15][CH2:13][CH3:14])/[C:10]([O:12][CH2:23][CH3:24])=[O:11])(=[O:8])[C:2]1[CH:7]=[CH:6][CH:5]=[CH:4][CH:3]=1, predict the reactants needed to synthesize it. The reactants are: [C:1]([CH2:9][C:10]([O-:12])=[O:11])(=[O:8])[C:2]1[CH:7]=[CH:6][CH:5]=[CH:4][CH:3]=1.[CH2:13]([O:15][CH:16](OCC)OCC)[CH3:14].[C:23](OC(=O)C)(=O)[CH3:24]. (8) Given the product [N:1]([CH2:6][CH:7]([C:9]1[C:18]2[C:13](=[CH:14][CH:15]=[C:16]([O:19][CH3:20])[CH:17]=2)[CH:12]=[CH:11][CH:10]=1)[F:8])=[N+:2]=[N-:3], predict the reactants needed to synthesize it. The reactants are: [N-:1]=[N+:2]=[N-:3].[Na+].Br[CH2:6][CH:7]([C:9]1[C:18]2[C:13](=[CH:14][CH:15]=[C:16]([O:19][CH3:20])[CH:17]=2)[CH:12]=[CH:11][CH:10]=1)[F:8].O. (9) Given the product [Cl:30][C:23]1[CH:24]=[C:25]([Cl:29])[C:26]([I:28])=[CH:27][C:22]=1[O:21][CH2:20][C:17]1[CH:18]=[CH:19][C:14]([CH2:13][OH:12])=[CH:15][CH:16]=1, predict the reactants needed to synthesize it. The reactants are: [H-].C([Al+]CC(C)C)C(C)C.C[O:12][C:13](=O)[C:14]1[CH:19]=[CH:18][C:17]([CH2:20][O:21][C:22]2[CH:27]=[C:26]([I:28])[C:25]([Cl:29])=[CH:24][C:23]=2[Cl:30])=[CH:16][CH:15]=1.CO.